This data is from Full USPTO retrosynthesis dataset with 1.9M reactions from patents (1976-2016). The task is: Predict the reactants needed to synthesize the given product. Given the product [CH:1]12[CH2:7][CH:4]([CH2:5][CH2:6]1)[CH2:3][CH:2]2[CH:8]([CH3:14])[C:9]([O:11][CH3:12])=[O:10], predict the reactants needed to synthesize it. The reactants are: [CH:1]12[CH2:7][CH:4]([CH2:5][CH2:6]1)[CH2:3][CH:2]2[CH2:8][C:9]([O:11][CH3:12])=[O:10].[Li+].[CH3:14][Si]([N-][Si](C)(C)C)(C)C.IC.